This data is from Forward reaction prediction with 1.9M reactions from USPTO patents (1976-2016). The task is: Predict the product of the given reaction. (1) Given the reactants N[C:2]1[CH:7]=[CH:6][CH:5]=[CH:4][CH:3]=1.[CH2:8]=O.[C:10]([BH3-])#[N:11].[Na+], predict the reaction product. The product is: [CH3:8][N:11]([CH3:10])[C:2]1[CH:7]=[CH:6][CH:5]=[CH:4][CH:3]=1. (2) The product is: [CH:14]1([C:12]2[NH:11][N:10]=[C:9]([NH:8][C:6]3[CH:5]=[CH:4][N:3]=[C:2]([NH:35][CH:33]([C:31]4[N:30]=[CH:29][C:28]5[N:24]([CH2:23][C:22]6[CH:36]=[CH:37][C:19]([O:18][CH3:17])=[CH:20][CH:21]=6)[CH:25]=[N:26][C:27]=5[CH:32]=4)[CH3:34])[N:7]=3)[CH:13]=2)[CH2:16][CH2:15]1. Given the reactants Cl[C:2]1[N:7]=[C:6]([NH:8][C:9]2[CH:13]=[C:12]([CH:14]3[CH2:16][CH2:15]3)[NH:11][N:10]=2)[CH:5]=[CH:4][N:3]=1.[CH3:17][O:18][C:19]1[CH:37]=[CH:36][C:22]([CH2:23][N:24]2[C:28]3[CH:29]=[N:30][C:31]([CH:33]([NH2:35])[CH3:34])=[CH:32][C:27]=3[N:26]=[CH:25]2)=[CH:21][CH:20]=1.CCN(C(C)C)C(C)C, predict the reaction product. (3) The product is: [C:32]([O:31][C:29](=[O:30])[NH2:26])([CH3:35])([CH3:34])[CH3:33].[Cl:1][C:2]1[CH:7]=[CH:6][C:5]([N:8]2[C:12]3[CH:13]=[CH:14][CH:15]=[CH:16][C:11]=3[N:10]([CH2:21][CH2:22][CH:23]3[CH2:28][CH2:27][NH:26][CH2:25][CH2:24]3)[S:9]2(=[O:17])=[O:18])=[C:4]([F:19])[CH:3]=1. Given the reactants [Cl:1][C:2]1[CH:7]=[CH:6][C:5]([N:8]2[C:12]3[CH:13]=[CH:14][CH:15]=[CH:16][C:11]=3[NH:10][S:9]2(=[O:18])=[O:17])=[C:4]([F:19])[CH:3]=1.O[CH2:21][CH2:22][CH:23]1[CH2:28][CH2:27][N:26]([C:29]([O:31][C:32]([CH3:35])([CH3:34])[CH3:33])=[O:30])[CH2:25][CH2:24]1.C1(P(C2C=CC=CC=2)C2C=CC=CC=2)C=CC=CC=1.CC(OC(/N=N/C(OC(C)C)=O)=O)C, predict the reaction product. (4) Given the reactants [NH:1]1[C:9]2[C:4](=[CH:5][CH:6]=[CH:7][CH:8]=2)[C:3]([CH2:10][CH:11]([NH2:24])[C:12]2[NH:13][CH:14]=[C:15]([C:17]3[CH:22]=[CH:21][C:20]([F:23])=[CH:19][N:18]=3)[N:16]=2)=[CH:2]1.C(O[Si](OCC)(OCC)OCC)C.[CH3:38][C:39]1[O:43][C:42]([C:44]([C:46]2[CH:47]=[N:48][N:49]([CH2:51][CH3:52])[CH:50]=2)=O)=[N:41][N:40]=1.[OH-].[Na+], predict the reaction product. The product is: [F:23][C:20]1[CH:21]=[CH:22][C:17]([C:15]2[N:16]=[C:12]([CH:11]3[CH2:10][C:3]4[C:4]5[C:9](=[CH:8][CH:7]=[CH:6][CH:5]=5)[NH:1][C:2]=4[C:44]([C:42]4[O:43][C:39]([CH3:38])=[N:40][N:41]=4)([C:46]4[CH:47]=[N:48][N:49]([CH2:51][CH3:52])[CH:50]=4)[NH:24]3)[NH:13][CH:14]=2)=[N:18][CH:19]=1.